This data is from Retrosynthesis with 50K atom-mapped reactions and 10 reaction types from USPTO. The task is: Predict the reactants needed to synthesize the given product. (1) Given the product Oc1cccc(C#CC2=NOC3(CNC3)C2)c1, predict the reactants needed to synthesize it. The reactants are: CC(C)(C)OC(=O)N1CC2(CC(C#Cc3cccc(O)c3)=NO2)C1. (2) Given the product C[C@@H](NC(=O)[C@H](Cc1ccc(O)cc1)NC(=O)OC(C)(C)C)C(=O)NCC(=O)O, predict the reactants needed to synthesize it. The reactants are: COC(=O)CNC(=O)[C@@H](C)NC(=O)[C@H](Cc1ccc(O)cc1)NC(=O)OC(C)(C)C. (3) Given the product Brc1csc(-c2ccccn2)c1, predict the reactants needed to synthesize it. The reactants are: Brc1csc(Br)c1.CCCC[Sn](CCCC)(CCCC)c1ccccn1. (4) Given the product COc1cccc(F)c1-c1cccc2c(N)c(C(=O)NC3CC3)nnc12, predict the reactants needed to synthesize it. The reactants are: COc1cccc(F)c1B(O)O.Nc1c(C(=O)NC2CC2)nnc2c(Br)cccc12. (5) Given the product C[C@H](Sc1nc(N[C@@H](CO)CC(C)(C)F)c2sc(N)nc2n1)c1ccccc1, predict the reactants needed to synthesize it. The reactants are: CC(C)(F)C[C@@H](N)CO.C[C@H](Sc1nc(Cl)c2sc(N)nc2n1)c1ccccc1. (6) Given the product OCCN(CCO)Cc1ccccc1, predict the reactants needed to synthesize it. The reactants are: ClCc1ccccc1.OCCNCCO. (7) Given the product CSc1ccc(/C=C2/C(CC=O)=C(C)c3ccccc32)cc1, predict the reactants needed to synthesize it. The reactants are: CSc1ccc(/C=C2/C(CCO)=C(C)c3ccccc32)cc1. (8) Given the product C[C@H](c1ccccc1)N1C[C@@](CCO)(C(=O)OC(C)(C)C)C(F)C1=O, predict the reactants needed to synthesize it. The reactants are: C[C@H](c1ccccc1)N1C[C@@](CCO[Si](C)(C)C(C)(C)C)(C(=O)OC(C)(C)C)C(F)C1=O. (9) Given the product COc1ccc2c(c1Nc1ncc(Cl)c(N[C@@H]3CCCC[C@H]3NS(C)(=O)=O)n1)CN(Cc1ccccc1)CC(=O)N2, predict the reactants needed to synthesize it. The reactants are: COc1ccc2c(c1N)CN(Cc1ccccc1)CC(=O)N2.CS(=O)(=O)N[C@@H]1CCCC[C@H]1Nc1nc(Cl)ncc1Cl. (10) Given the product COC(=O)c1cc(-c2ccc(F)cc2)c2ccc(CN3C(=O)CCC3=O)c(F)c2n1, predict the reactants needed to synthesize it. The reactants are: COC(=O)c1cc(-c2ccc(F)cc2)c2ccc(CBr)c(F)c2n1.O=C1CCC(=O)N1.